This data is from NCI-60 drug combinations with 297,098 pairs across 59 cell lines. The task is: Regression. Given two drug SMILES strings and cell line genomic features, predict the synergy score measuring deviation from expected non-interaction effect. (1) Drug 1: C1=CN(C(=O)N=C1N)C2C(C(C(O2)CO)O)O.Cl. Drug 2: C(CC(=O)O)C(=O)CN.Cl. Cell line: OVCAR3. Synergy scores: CSS=25.0, Synergy_ZIP=-0.687, Synergy_Bliss=-0.527, Synergy_Loewe=2.71, Synergy_HSA=3.61. (2) Drug 1: C(CC(=O)O)C(=O)CN.Cl. Drug 2: C1=CN(C=N1)CC(O)(P(=O)(O)O)P(=O)(O)O. Cell line: A498. Synergy scores: CSS=5.78, Synergy_ZIP=-2.50, Synergy_Bliss=-0.418, Synergy_Loewe=0.118, Synergy_HSA=-0.253. (3) Drug 1: CC1=C(C=C(C=C1)NC2=NC=CC(=N2)N(C)C3=CC4=NN(C(=C4C=C3)C)C)S(=O)(=O)N.Cl. Drug 2: CC=C1C(=O)NC(C(=O)OC2CC(=O)NC(C(=O)NC(CSSCCC=C2)C(=O)N1)C(C)C)C(C)C. Cell line: A498. Synergy scores: CSS=22.2, Synergy_ZIP=-9.93, Synergy_Bliss=-8.47, Synergy_Loewe=-73.6, Synergy_HSA=-11.2. (4) Drug 1: CCCS(=O)(=O)NC1=C(C(=C(C=C1)F)C(=O)C2=CNC3=C2C=C(C=N3)C4=CC=C(C=C4)Cl)F. Drug 2: CN1CCC(CC1)COC2=C(C=C3C(=C2)N=CN=C3NC4=C(C=C(C=C4)Br)F)OC. Cell line: NCI-H322M. Synergy scores: CSS=-3.66, Synergy_ZIP=1.78, Synergy_Bliss=-3.41, Synergy_Loewe=-30.8, Synergy_HSA=-8.05. (5) Drug 1: CCC1=CC2CC(C3=C(CN(C2)C1)C4=CC=CC=C4N3)(C5=C(C=C6C(=C5)C78CCN9C7C(C=CC9)(C(C(C8N6C)(C(=O)OC)O)OC(=O)C)CC)OC)C(=O)OC.C(C(C(=O)O)O)(C(=O)O)O. Drug 2: CN1C2=C(C=C(C=C2)N(CCCl)CCCl)N=C1CCCC(=O)O.Cl. Cell line: NCI-H460. Synergy scores: CSS=51.7, Synergy_ZIP=-0.121, Synergy_Bliss=-0.609, Synergy_Loewe=-37.0, Synergy_HSA=-0.469.